This data is from Forward reaction prediction with 1.9M reactions from USPTO patents (1976-2016). The task is: Predict the product of the given reaction. (1) Given the reactants [NH2:1][C:2]1[CH:7]=[CH:6][C:5]([N:8]2[CH2:13][CH2:12][CH2:11][CH2:10][CH2:9]2)=[CH:4][C:3]=1[C:14]1[CH:19]=[C:18]([N:20]([CH2:28][C:29]2[CH:34]=[CH:33][CH:32]=[C:31]([C:35]([F:38])([F:37])[F:36])[CH:30]=2)[C:21](=[O:27])[O:22][C:23]([CH3:26])([CH3:25])[CH3:24])[CH:17]=[CH:16][N:15]=1.Cl[C:40]([C:42]1[CH:43]=[C:44]([CH:53]=[CH:54][CH:55]=1)[CH2:45][S:46][CH2:47][CH2:48][C:49]([O:51][CH3:52])=[O:50])=[O:41].N1C=CC=CC=1.OS(O)(=O)=O, predict the reaction product. The product is: [C:23]([O:22][C:21]([N:20]([CH2:28][C:29]1[CH:34]=[CH:33][CH:32]=[C:31]([C:35]([F:37])([F:38])[F:36])[CH:30]=1)[C:18]1[CH:17]=[CH:16][N:15]=[C:14]([C:3]2[CH:4]=[C:5]([N:8]3[CH2:13][CH2:12][CH2:11][CH2:10][CH2:9]3)[CH:6]=[CH:7][C:2]=2[NH:1][C:40]([C:42]2[CH:43]=[C:44]([CH:53]=[CH:54][CH:55]=2)[CH2:45][S:46][CH2:47][CH2:48][C:49]([O:51][CH3:52])=[O:50])=[O:41])[CH:19]=1)=[O:27])([CH3:26])([CH3:24])[CH3:25]. (2) Given the reactants [C:1](OC(=O)C)(=[O:3])C.[NH2:8][C@H:9]([C:14]([OH:16])=[O:15])[C:10]([CH3:13])([CH3:12])[CH3:11].O, predict the reaction product. The product is: [CH:1]([NH:8][C@@H:9]([C:10]([CH3:13])([CH3:12])[CH3:11])[C:14]([OH:16])=[O:15])=[O:3]. (3) The product is: [C:1]([O:5][C:6]([N:8]1[CH2:9][CH2:10][CH:11]([CH2:14][CH2:15][C:16]([N:18]2[CH2:23][CH2:22][CH2:21][C@@H:20]([C:24](=[O:39])[NH:25][C@H:26]([C:32]3[CH:33]=[N:34][CH:35]=[C:36]([O:38][CH2:51][C:49]4[CH:48]=[CH:47][C:44]([C:45]#[N:46])=[C:43]([Br:42])[CH:50]=4)[CH:37]=3)[CH2:27][C:28]([O:30][CH3:31])=[O:29])[CH2:19]2)=[O:17])[CH2:12][CH2:13]1)=[O:7])([CH3:4])([CH3:2])[CH3:3]. Given the reactants [C:1]([O:5][C:6]([N:8]1[CH2:13][CH2:12][CH:11]([CH2:14][CH2:15][C:16]([N:18]2[CH2:23][CH2:22][CH2:21][C@@H:20]([C:24](=[O:39])[NH:25][C@H:26]([C:32]3[CH:33]=[N:34][CH:35]=[C:36]([OH:38])[CH:37]=3)[CH2:27][C:28]([O:30][CH3:31])=[O:29])[CH2:19]2)=[O:17])[CH2:10][CH2:9]1)=[O:7])([CH3:4])([CH3:3])[CH3:2].[H-].[Na+].[Br:42][C:43]1[CH:50]=[C:49]([CH2:51]Br)[CH:48]=[CH:47][C:44]=1[C:45]#[N:46], predict the reaction product.